From a dataset of Forward reaction prediction with 1.9M reactions from USPTO patents (1976-2016). Predict the product of the given reaction. (1) Given the reactants [N:1]1[CH:6]=[CH:5][CH:4]=[CH:3][C:2]=1[C:7]1[N:11]=[C:10]([C:12]2[CH:17]=[C:16]([OH:18])[CH:15]=[C:14]([C:19]#[N:20])[CH:13]=2)[O:9][N:8]=1.C(=O)([O-])[O-].[K+].[K+].I[CH:28]([CH3:30])[CH3:29], predict the reaction product. The product is: [N:1]1[CH:6]=[CH:5][CH:4]=[CH:3][C:2]=1[C:7]1[N:11]=[C:10]([C:12]2[CH:17]=[C:16]([O:18][CH:28]([CH3:30])[CH3:29])[CH:15]=[C:14]([C:19]#[N:20])[CH:13]=2)[O:9][N:8]=1. (2) Given the reactants CN(C=O)C.[C:6]([C:8]1[CH:9]=[C:10](/[CH:20]=[CH:21]/[C:22]([OH:24])=O)[CH:11]=[CH:12][C:13]=1[N:14]1[CH:18]=[C:17]([CH3:19])[N:16]=[CH:15]1)#[N:7].Cl.[C:26]1([C:32]2[CH:33]=[C:34]([CH:37]=[CH:38][CH:39]=2)[CH2:35][NH2:36])[CH:31]=[CH:30][CH:29]=[CH:28][CH:27]=1.C1C=CC2N(O)N=NC=2C=1, predict the reaction product. The product is: [C:32]1([C:26]2[CH:31]=[CH:30][CH:29]=[CH:28][CH:27]=2)[CH:39]=[CH:38][CH:37]=[C:34]([CH2:35][NH:36][C:22](=[O:24])/[CH:21]=[CH:20]/[C:10]2[CH:11]=[CH:12][C:13]([N:14]3[CH:18]=[C:17]([CH3:19])[N:16]=[CH:15]3)=[C:8]([C:6]#[N:7])[CH:9]=2)[CH:33]=1. (3) Given the reactants C([O:3][C:4]([CH2:6][NH:7][C:8]([C:10]1[CH:11]=[C:12]([NH:16]/[C:17](=[C:24]2\[C:25](=[O:33])[NH:26][C:27]3[C:32]\2=[CH:31][CH:30]=[CH:29][CH:28]=3)/[C:18]2[CH:23]=[CH:22][CH:21]=[CH:20][CH:19]=2)[CH:13]=[CH:14][CH:15]=1)=[O:9])=[O:5])C.[OH-].[Na+], predict the reaction product. The product is: [C:4]([CH2:6][NH:7][C:8]([C:10]1[CH:11]=[C:12]([NH:16]/[C:17](=[C:24]2\[C:25](=[O:33])[NH:26][C:27]3[C:32]\2=[CH:31][CH:30]=[CH:29][CH:28]=3)/[C:18]2[CH:23]=[CH:22][CH:21]=[CH:20][CH:19]=2)[CH:13]=[CH:14][CH:15]=1)=[O:9])([OH:5])=[O:3]. (4) Given the reactants [CH2:1]([C:8]1[CH:9]=[N:10][C:11]2[C:16]([C:17]=1[C:18]1[CH:19]=[C:20](O)[CH:21]=[CH:22][CH:23]=1)=[CH:15][CH:14]=[CH:13][C:12]=2[C:25]([F:28])([F:27])[F:26])[C:2]1[CH:7]=[CH:6][CH:5]=[CH:4][CH:3]=1.[CH3:29][O:30][C:31](=[O:41])[CH2:32][C:33]1[N:34]([CH3:40])[C:35]([CH2:38][OH:39])=[CH:36][CH:37]=1, predict the reaction product. The product is: [CH2:1]([C:8]1[CH:9]=[N:10][C:11]2[C:16]([C:17]=1[C:18]1[CH:23]=[CH:22][C:21]([O:39][CH2:38][C:35]3[N:34]([CH3:40])[C:33]([CH2:32][C:31]([O:30][CH3:29])=[O:41])=[CH:37][CH:36]=3)=[CH:20][CH:19]=1)=[CH:15][CH:14]=[CH:13][C:12]=2[C:25]([F:26])([F:27])[F:28])[C:2]1[CH:3]=[CH:4][CH:5]=[CH:6][CH:7]=1. (5) Given the reactants [Br:1][C:2]1[CH:7]=[C:6]([C:8](O)([C:13]([F:16])([F:15])[F:14])[C:9]([F:12])([F:11])[F:10])[CH:5]=[C:4]([S:18][C:19]([F:22])([F:21])[F:20])[C:3]=1[NH:23][C:24](=[O:41])[C:25]1[CH:30]=[CH:29][CH:28]=[C:27]([NH:31][C:32](=[O:40])[C:33]2[CH:38]=[CH:37][CH:36]=[CH:35][C:34]=2[F:39])[CH:26]=1.S(Cl)([Cl:44])=O, predict the reaction product. The product is: [Br:1][C:2]1[CH:7]=[C:6]([C:8]([Cl:44])([C:13]([F:16])([F:15])[F:14])[C:9]([F:12])([F:11])[F:10])[CH:5]=[C:4]([S:18][C:19]([F:22])([F:21])[F:20])[C:3]=1[NH:23][C:24](=[O:41])[C:25]1[CH:30]=[CH:29][CH:28]=[C:27]([NH:31][C:32](=[O:40])[C:33]2[CH:38]=[CH:37][CH:36]=[CH:35][C:34]=2[F:39])[CH:26]=1. (6) Given the reactants [F:1][C:2]1[C:3]([CH3:33])=[C:4]([N:8]2[C:12]([S:13]([C:16]3[CH:17]=[N:18][C:19](C)=[CH:20][CH:21]=3)(=[O:15])=[O:14])=[CH:11][C:10]([CH2:23][N:24]([CH3:32])[C:25](=[O:31])[O:26][C:27]([CH3:30])([CH3:29])[CH3:28])=[N:9]2)[CH:5]=[CH:6][CH:7]=1.C(N(CC)CC)C, predict the reaction product. The product is: [F:1][C:2]1[C:3]([CH3:33])=[C:4]([N:8]2[C:12]([S:13]([C:16]3[CH:17]=[N:18][CH:19]=[CH:20][CH:21]=3)(=[O:15])=[O:14])=[CH:11][C:10]([CH2:23][N:24]([CH3:32])[C:25](=[O:31])[O:26][C:27]([CH3:28])([CH3:29])[CH3:30])=[N:9]2)[CH:5]=[CH:6][CH:7]=1. (7) Given the reactants C(OC(=O)NC1CCN(C[CH:15]([N:17]2[C:26]3[C:21](=[CH:22][CH:23]=[C:24]([O:27][CH3:28])[CH:25]=3)C=[CH:19][C:18]2=[O:29])[CH3:16])CC1)(C)(C)C.FC(F)(F)C(O)=[O:34].NC1CC[N:42]([CH2:45][CH2:46][N:47]2[C:52]3[CH:53]=C(OC)C=CC=3CO[C:48]2=O)CC1, predict the reaction product. The product is: [CH3:28][O:27][C:24]1[CH:23]=[CH:22][C:21]2[O:34][CH2:19][C:18](=[O:29])[N:17]([CH2:15][CH2:16][CH2:48][N:47]3[CH2:46][CH2:45][NH:42][CH2:53][CH2:52]3)[C:26]=2[CH:25]=1.